From a dataset of Reaction yield outcomes from USPTO patents with 853,638 reactions. Predict the reaction yield, written as a fraction of the theoretical maximum amount of product (1.0 means a 100% yield; for example, 0.34 means a 34% yield). (1) The reactants are [Cl:1][C:2]1[N:3]=[C:4](Cl)[C:5]2[N:11]=[CH:10][C:9]([Cl:12])=[CH:8][C:6]=2[N:7]=1.[CH3:14][O:15][CH2:16][O:17][C:18]1[CH:19]=[C:20](B(O)O)[CH:21]=[CH:22][CH:23]=1.C(=O)([O-])[O-].[K+].[K+]. The catalyst is C1(C)C=CC=CC=1.C1C=CC([P]([Pd]([P](C2C=CC=CC=2)(C2C=CC=CC=2)C2C=CC=CC=2)([P](C2C=CC=CC=2)(C2C=CC=CC=2)C2C=CC=CC=2)[P](C2C=CC=CC=2)(C2C=CC=CC=2)C2C=CC=CC=2)(C2C=CC=CC=2)C2C=CC=CC=2)=CC=1.C1(P(C2C=CC=CC=2)C2C=CC=CC=2)C=CC=CC=1. The product is [Cl:1][C:2]1[N:3]=[C:4]([C:22]2[CH:21]=[CH:20][CH:19]=[C:18]([O:17][CH2:16][O:15][CH3:14])[CH:23]=2)[C:5]2[N:11]=[CH:10][C:9]([Cl:12])=[CH:8][C:6]=2[N:7]=1. The yield is 0.430. (2) The reactants are Br[C:2]1[CH:3]=[C:4]([CH:12]=[CH:13][CH:14]=1)[CH2:5][N:6]1[CH2:11][CH2:10][O:9][CH2:8][CH2:7]1.[Li]C(C)(C)C.CN([CH:23]=[O:24])C. The catalyst is C1COCC1.CCOC(C)=O. The product is [N:6]1([CH2:5][C:4]2[CH:3]=[C:2]([CH:14]=[CH:13][CH:12]=2)[CH:23]=[O:24])[CH2:11][CH2:10][O:9][CH2:8][CH2:7]1. The yield is 0.580.